From a dataset of Forward reaction prediction with 1.9M reactions from USPTO patents (1976-2016). Predict the product of the given reaction. (1) The product is: [CH2:1]([C@@H:8]1[CH2:29][O:28][C:11]2=[C:12]3[C:17](=[CH:18][CH:19]=[C:10]2[N:9]1[CH2:13][C:24]([F:27])([F:26])[F:25])[N:16]=[C:15]([O:20][CH:21]([CH3:23])[CH3:22])[CH:14]=[C:13]3[C:24]([F:25])([F:26])[F:27])[C:2]1[CH:3]=[CH:4][CH:5]=[CH:6][CH:7]=1. Given the reactants [CH2:1]([C@@H:8]1[CH2:29][O:28][C:11]2=[C:12]3[C:17](=[CH:18][CH:19]=[C:10]2[NH:9]1)[N:16]=[C:15]([O:20][CH:21]([CH3:23])[CH3:22])[CH:14]=[C:13]3[C:24]([F:27])([F:26])[F:25])[C:2]1[CH:7]=[CH:6][CH:5]=[CH:4][CH:3]=1.[BH4-].[Na+], predict the reaction product. (2) Given the reactants [OH:1][C:2]1[CH:3]=[C:4]([CH:9]=[C:10]([OH:12])[CH:11]=1)[C:5]([O:7][CH3:8])=[O:6].[C:13](=O)([O-])[O-].[K+].[K+].IC, predict the reaction product. The product is: [OH:1][C:2]1[CH:3]=[C:4]([CH:9]=[C:10]([O:12][CH3:13])[CH:11]=1)[C:5]([O:7][CH3:8])=[O:6]. (3) The product is: [ClH:17].[N:1]1([CH2:6][CH2:7][CH2:8][NH2:9])[CH:5]=[N:4][CH:3]=[N:2]1. Given the reactants [N:1]1([CH2:6][CH2:7][CH2:8][NH:9]C(=O)OC(C)(C)C)[CH:5]=[N:4][CH:3]=[N:2]1.[ClH:17], predict the reaction product. (4) Given the reactants [CH3:1][O:2][C:3](=[O:35])[CH2:4][C:5]1[CH:10]=[CH:9][C:8]([C:11]#[C:12][C:13]2[CH:22]=[C:21]([O:23][CH2:24][O:25][CH2:26][CH2:27][Si:28]([CH3:31])([CH3:30])[CH3:29])[C:20]3[C:19](=O)[CH2:18][CH2:17][C:16]([CH3:34])([CH3:33])[C:15]=3[CH:14]=2)=[CH:7][CH:6]=1.[CH:36]1([NH2:39])[CH2:38][CH2:37]1.[C:40]([BH3-])#N.[Na+].C(=O)([O-])[O-].[K+].[K+].CI, predict the reaction product. The product is: [CH3:1][O:2][C:3](=[O:35])[CH2:4][C:5]1[CH:6]=[CH:7][C:8]([C:11]#[C:12][C:13]2[CH:22]=[C:21]([O:23][CH2:24][O:25][CH2:26][CH2:27][Si:28]([CH3:30])([CH3:31])[CH3:29])[C:20]3[CH:19]([N:39]([CH:36]4[CH2:38][CH2:37]4)[CH3:40])[CH2:18][CH2:17][C:16]([CH3:34])([CH3:33])[C:15]=3[CH:14]=2)=[CH:9][CH:10]=1. (5) Given the reactants [C:1]([O:5][C:6]([N:8]1[CH2:12][CH2:11][CH2:10][C@H:9]1[CH2:13][C:14]([OH:16])=O)=[O:7])([CH3:4])([CH3:3])[CH3:2].[C:17]1([C:23]2NN=[N:25][N:24]=2)[CH:22]=[CH:21][CH:20]=[CH:19][CH:18]=1, predict the reaction product. The product is: [C:1]([O:5][C:6]([N:8]1[CH2:12][CH2:11][CH2:10][C@H:9]1[CH2:13][C:14]1[O:16][C:23]([C:17]2[CH:22]=[CH:21][CH:20]=[CH:19][CH:18]=2)=[N:24][N:25]=1)=[O:7])([CH3:2])([CH3:3])[CH3:4]. (6) Given the reactants [C:1]1([C@@H:7]2[CH2:12][CH2:11][C@H:10]([CH2:13][NH2:14])[CH2:9][CH2:8]2)[CH:6]=[CH:5][CH:4]=[CH:3][CH:2]=1.[Cl:15][C:16]1[CH:24]=[CH:23][C:19]([C:20](Cl)=[O:21])=[CH:18][CH:17]=1.CCN(CC)CC, predict the reaction product. The product is: [Cl:15][C:16]1[CH:24]=[CH:23][C:19]([C:20]([NH:14][CH2:13][C@H:10]2[CH2:11][CH2:12][C@@H:7]([C:1]3[CH:6]=[CH:5][CH:4]=[CH:3][CH:2]=3)[CH2:8][CH2:9]2)=[O:21])=[CH:18][CH:17]=1. (7) Given the reactants [Br:1][C:2]1[CH:10]=[C:9]2[C:5]([CH2:6][C:7]3([CH2:16][CH2:15][C:14](=[O:17])[CH2:13][CH2:12]3)[C:8]2=[O:11])=[CH:4][C:3]=1[CH3:18].CC(O)C.[OH-].[Na+].Cl, predict the reaction product. The product is: [Br:1][C:2]1[CH:10]=[C:9]2[C:5]([CH2:6][C:7]3([CH2:16][CH2:15][CH:14]([OH:17])[CH2:13][CH2:12]3)[C:8]2=[O:11])=[CH:4][C:3]=1[CH3:18]. (8) Given the reactants [C:1]([O:5][C:6](=[O:35])[NH:7][C@H:8]([CH2:25][C:26]1[CH:31]=[CH:30][C:29]([N+:32]([O-])=O)=[CH:28][CH:27]=1)[CH2:9][N:10]1[CH2:15][CH2:14][CH:13]([C:16](=[O:24])[C:17]2[CH:22]=[CH:21][C:20]([F:23])=[CH:19][CH:18]=2)[CH2:12][CH2:11]1)([CH3:4])([CH3:3])[CH3:2].[Cl-].[Ca+2].[Cl-], predict the reaction product. The product is: [C:1]([O:5][C:6](=[O:35])[NH:7][C@H:8]([CH2:25][C:26]1[CH:31]=[CH:30][C:29]([NH2:32])=[CH:28][CH:27]=1)[CH2:9][N:10]1[CH2:11][CH2:12][CH:13]([C:16](=[O:24])[C:17]2[CH:18]=[CH:19][C:20]([F:23])=[CH:21][CH:22]=2)[CH2:14][CH2:15]1)([CH3:4])([CH3:2])[CH3:3]. (9) The product is: [Cl:11][C:8]([C:7]1[C:2]([Cl:1])=[N:3][CH:4]=[CH:5][CH:6]=1)=[N:9][OH:10]. Given the reactants [Cl:1][C:2]1[C:7]([CH:8]=[N:9][OH:10])=[CH:6][CH:5]=[CH:4][N:3]=1.[Cl:11]N1C(=O)CCC1=O.Cl, predict the reaction product.